This data is from Forward reaction prediction with 1.9M reactions from USPTO patents (1976-2016). The task is: Predict the product of the given reaction. (1) Given the reactants C([N:8]1[C:13](=[O:14])[C:12]([C:15]2[CH:20]=[CH:19][C:18]([F:21])=[CH:17][CH:16]=2)=[C:11]([C:22]2[CH:27]=[CH:26][C:25]([S:28]([NH2:31])(=[O:30])=[O:29])=[CH:24][CH:23]=2)[CH:10]=[N:9]1)C1C=CC=CC=1.[F:32][C:33]1[CH:40]=[C:39]([F:41])[CH:38]=[CH:37][C:34]=1[CH2:35]Br, predict the reaction product. The product is: [F:32][C:33]1[CH:40]=[C:39]([F:41])[CH:38]=[CH:37][C:34]=1[CH2:35][N:8]1[C:13](=[O:14])[C:12]([C:15]2[CH:20]=[CH:19][C:18]([F:21])=[CH:17][CH:16]=2)=[C:11]([C:22]2[CH:27]=[CH:26][C:25]([S:28]([NH2:31])(=[O:30])=[O:29])=[CH:24][CH:23]=2)[CH:10]=[N:9]1. (2) The product is: [N:18]1([C:23]2[CH:36]=[CH:35][C:26]([CH2:27][C:28]3[C:45]([Cl:46])=[N:1][C:2]4[C:17]([C:29]=3[Cl:39])=[CH:16][C:5]([C:6]([C:8]3[CH:15]=[CH:14][C:11]([C:12]#[N:13])=[CH:10][CH:9]=3)=[O:7])=[CH:4][CH:3]=4)=[CH:25][CH:24]=2)[CH:22]=[N:21][CH:20]=[N:19]1. Given the reactants [NH2:1][C:2]1[CH:17]=[CH:16][C:5]([C:6]([C:8]2[CH:15]=[CH:14][C:11]([C:12]#[N:13])=[CH:10][CH:9]=2)=[O:7])=[CH:4][CH:3]=1.[N:18]1([C:23]2[CH:36]=[CH:35][C:26]([CH2:27][CH:28](C(O)=O)[C:29](O)=O)=[CH:25][CH:24]=2)[CH:22]=[N:21][CH:20]=[N:19]1.P(Cl)(Cl)([Cl:39])=O.[OH-].[K+].Cl[CH2:45][Cl:46], predict the reaction product. (3) Given the reactants [CH3:1][C:2]1[CH:3]=[C:4]([C:7]2[CH:11]=[CH:10][NH:9][N:8]=2)[S:5][CH:6]=1.[H-].[Na+].I[CH:15]([CH2:17][CH3:18])[CH3:16].O, predict the reaction product. The product is: [CH:15]([N:9]1[CH:10]=[CH:11][C:7]([C:4]2[S:5][CH:6]=[C:2]([CH3:1])[CH:3]=2)=[N:8]1)([CH2:17][CH3:18])[CH3:16].[CH:15]([N:8]1[C:7]([C:4]2[S:5][CH:6]=[C:2]([CH3:1])[CH:3]=2)=[CH:11][CH:10]=[N:9]1)([CH2:17][CH3:18])[CH3:16]. (4) The product is: [NH:1]([C:8]1[N:9]([C:21]2[CH:26]=[CH:25][CH:24]=[CH:23][CH:22]=2)[C:10]2[C:15]([C:16](=[O:18])[CH:17]=1)=[C:14]([CH:53]([OH:56])[CH2:54][CH3:55])[C:13]([F:19])=[C:12]([Cl:20])[N:11]=2)[C:2]1[CH:7]=[CH:6][CH:5]=[CH:4][CH:3]=1. Given the reactants [NH:1]([C:8]1[N:9]([C:21]2[CH:26]=[CH:25][CH:24]=[CH:23][CH:22]=2)[C:10]2[C:15]([C:16](=[O:18])[CH:17]=1)=[CH:14][C:13]([F:19])=[C:12]([Cl:20])[N:11]=2)[C:2]1[CH:7]=[CH:6][CH:5]=[CH:4][CH:3]=1.[Li]N1C(C)(C)CCCC1(C)C.CC1(C)CCCC(C)(C)N1.[Li]CCCC.[CH:53](=[O:56])[CH2:54][CH3:55], predict the reaction product.